From a dataset of Forward reaction prediction with 1.9M reactions from USPTO patents (1976-2016). Predict the product of the given reaction. (1) Given the reactants [CH:1]1([CH2:4][NH:5][C:6]2[C:11]([N+:12]([O-])=O)=[CH:10][CH:9]=[CH:8][N:7]=2)[CH2:3][CH2:2]1, predict the reaction product. The product is: [CH:1]1([CH2:4][NH:5][C:6]2[C:11]([NH2:12])=[CH:10][CH:9]=[CH:8][N:7]=2)[CH2:2][CH2:3]1. (2) Given the reactants [Br:1][C:2]1[CH:7]=[CH:6][C:5]([N:8]2[C:16]([C:17]([NH:19][CH3:20])=[O:18])=[C:15]3[C:10]([CH:11]=[C:12]([NH:24][S:25]([CH3:28])(=[O:27])=[O:26])[C:13]([CH:21]4[CH2:23][CH2:22]4)=[CH:14]3)=[N:9]2)=[CH:4][CH:3]=1.C(=O)([O-])[O-].[K+].[K+].Br[CH2:36][CH2:37][CH2:38][OH:39], predict the reaction product. The product is: [Br:1][C:2]1[CH:7]=[CH:6][C:5]([N:8]2[C:16]([C:17]([NH:19][CH3:20])=[O:18])=[C:15]3[C:10]([CH:11]=[C:12]([N:24]([CH2:36][CH2:37][CH2:38][OH:39])[S:25]([CH3:28])(=[O:27])=[O:26])[C:13]([CH:21]4[CH2:23][CH2:22]4)=[CH:14]3)=[N:9]2)=[CH:4][CH:3]=1.